Dataset: Peptide-MHC class I binding affinity with 185,985 pairs from IEDB/IMGT. Task: Regression. Given a peptide amino acid sequence and an MHC pseudo amino acid sequence, predict their binding affinity value. This is MHC class I binding data. The peptide sequence is QPRNLPGCSF. The MHC is H-2-Ld with pseudo-sequence H-2-Ld. The binding affinity (normalized) is 0.